This data is from CYP3A4 inhibition data for predicting drug metabolism from PubChem BioAssay. The task is: Regression/Classification. Given a drug SMILES string, predict its absorption, distribution, metabolism, or excretion properties. Task type varies by dataset: regression for continuous measurements (e.g., permeability, clearance, half-life) or binary classification for categorical outcomes (e.g., BBB penetration, CYP inhibition). Dataset: cyp3a4_veith. The compound is COc1ccccc1COC(=O)Nc1c(C)nn(C)c1Cl. The result is 1 (inhibitor).